From a dataset of Full USPTO retrosynthesis dataset with 1.9M reactions from patents (1976-2016). Predict the reactants needed to synthesize the given product. (1) Given the product [C:1]([O:5][C:6](=[O:18])[NH:7][C@@H:8]1[CH2:13][CH2:12][C@@H:11]([NH2:14])[C@H:10]([CH3:17])[CH2:9]1)([CH3:4])([CH3:2])[CH3:3], predict the reactants needed to synthesize it. The reactants are: [C:1]([O:5][C:6](=[O:18])[NH:7][C@@H:8]1[CH2:13][CH2:12][C@@H:11]([N:14]=[N+]=[N-])[C@H:10]([CH3:17])[CH2:9]1)([CH3:4])([CH3:3])[CH3:2]. (2) The reactants are: N[C:2]1N=C(N2CCC3(CN[C@H](C(OC(C)C)=O)C3)CC2)C=C(O[C@H](C2C=CC(C3C=CC(C)=C(C)C=3)=CC=2N2C=CC(C)=N2)C(F)(F)F)N=1.[NH2:50][C:51]1[N:56]=[C:55]([N:57]2[CH2:69][CH2:68][C:60]3([CH2:64][NH:63][C@H:62]([C:65]([OH:67])=[O:66])[CH2:61]3)[CH2:59][CH2:58]2)[CH:54]=[C:53]([O:70][C@H:71]([C:76]2[CH:81]=[CH:80][C:79]([Cl:82])=[CH:78][C:77]=2[C:83]2[CH:88]=[CH:87][CH:86]=[C:85]([S:89]([CH3:92])(=[O:91])=[O:90])[CH:84]=2)[C:72]([F:75])([F:74])[F:73])[N:52]=1. Given the product [NH2:50][C:51]1[N:56]=[C:55]([N:57]2[CH2:58][CH2:59][C:60]3([CH2:64][NH:63][C@H:62]([C:65]([O:67][CH3:2])=[O:66])[CH2:61]3)[CH2:68][CH2:69]2)[CH:54]=[C:53]([O:70][C@H:71]([C:76]2[CH:81]=[CH:80][C:79]([Cl:82])=[CH:78][C:77]=2[C:83]2[CH:88]=[CH:87][CH:86]=[C:85]([S:89]([CH3:92])(=[O:91])=[O:90])[CH:84]=2)[C:72]([F:74])([F:75])[F:73])[N:52]=1, predict the reactants needed to synthesize it. (3) Given the product [C:2]([C:7]1[O:11][C:10]([CH2:12][N:13]2[N:17]=[C:16]([NH:18][C:33]([C:29]3[N:30]=[CH:31][O:32][C:28]=3[C:24]3[CH:25]=[CH:26][CH:27]=[C:22]([CH2:21][O:20][CH3:19])[CH:23]=3)=[O:34])[CH:15]=[N:14]2)=[CH:9][CH:8]=1)(=[O:6])[CH3:1], predict the reactants needed to synthesize it. The reactants are: [CH3:1][C:2]1([C:7]2[O:11][C:10]([CH2:12][N:13]3[N:17]=[C:16]([NH2:18])[CH:15]=[N:14]3)=[CH:9][CH:8]=2)[O:6]CCO1.[CH3:19][O:20][CH2:21][C:22]1[CH:23]=[C:24]([C:28]2[O:32][CH:31]=[N:30][C:29]=2[C:33](O)=[O:34])[CH:25]=[CH:26][CH:27]=1.